From a dataset of Reaction yield outcomes from USPTO patents with 853,638 reactions. Predict the reaction yield, written as a fraction of the theoretical maximum amount of product (1.0 means a 100% yield; for example, 0.34 means a 34% yield). (1) The reactants are [CH2:1]([C:3]1[N:4]([CH2:11][CH2:12][O:13][C:14]2[CH:22]=[CH:21][C:17]([CH2:18][NH:19][OH:20])=[CH:16][CH:15]=2)[C:5](=[O:10])[CH:6]=[C:7]([CH3:9])[N:8]=1)[CH3:2].[O:23]([C:25]#[N:26])[K]. The catalyst is O.C(O)(=O)C. The product is [CH2:1]([C:3]1[N:4]([CH2:11][CH2:12][O:13][C:14]2[CH:15]=[CH:16][C:17]([CH2:18][N:19]([OH:20])[C:25]([NH2:26])=[O:23])=[CH:21][CH:22]=2)[C:5](=[O:10])[CH:6]=[C:7]([CH3:9])[N:8]=1)[CH3:2]. The yield is 0.850. (2) The reactants are I[C:2]1[C:10]2[C:5](=[CH:6][CH:7]=[CH:8][C:9]=2[N+:11]([O-])=O)[N:4]([CH2:14][C:15]2[CH:16]=[C:17]([CH:22]=[CH:23][CH:24]=2)[C:18]([O:20][CH3:21])=[O:19])[N:3]=1.[NH4+].[Cl-]. The catalyst is CO.[Zn]. The product is [NH2:11][C:9]1[CH:8]=[CH:7][CH:6]=[C:5]2[C:10]=1[CH:2]=[N:3][N:4]2[CH2:14][C:15]1[CH:16]=[C:17]([CH:22]=[CH:23][CH:24]=1)[C:18]([O:20][CH3:21])=[O:19]. The yield is 0.610.